Dataset: Catalyst prediction with 721,799 reactions and 888 catalyst types from USPTO. Task: Predict which catalyst facilitates the given reaction. (1) Reactant: Cl[S:2]([C:5]1[CH:6]=[C:7]([CH:41]=[CH:42][CH:43]=1)[C:8]([NH:10][C:11]1[S:12][C:13]2[CH2:40][CH2:39][CH2:38][CH2:37][C:14]=2[C:15]=1[C:16]([NH:18][C:19]1[CH:24]=[CH:23][C:22]([CH2:25][CH2:26][C:27]2[CH:36]=[CH:35][C:30]([C:31]([O:33][CH3:34])=[O:32])=[CH:29][CH:28]=2)=[CH:21][CH:20]=1)=[O:17])=[O:9])(=[O:4])=[O:3].[C:44]([N:47]1[CH2:52][CH2:51][NH:50][CH2:49][CH2:48]1)(=[O:46])[CH3:45]. Product: [C:44]([N:47]1[CH2:52][CH2:51][N:50]([S:2]([C:5]2[CH:6]=[C:7]([CH:41]=[CH:42][CH:43]=2)[C:8]([NH:10][C:11]2[S:12][C:13]3[CH2:40][CH2:39][CH2:38][CH2:37][C:14]=3[C:15]=2[C:16]([NH:18][C:19]2[CH:24]=[CH:23][C:22]([CH2:25][CH2:26][C:27]3[CH:36]=[CH:35][C:30]([C:31]([O:33][CH3:34])=[O:32])=[CH:29][CH:28]=3)=[CH:21][CH:20]=2)=[O:17])=[O:9])(=[O:4])=[O:3])[CH2:49][CH2:48]1)(=[O:46])[CH3:45]. The catalyst class is: 4. (2) Reactant: [O:1]([C:8]1[CH:14]=[CH:13][CH:12]=[CH:11][C:9]=1[NH2:10])[C:2]1[CH:7]=[CH:6][CH:5]=[CH:4][CH:3]=1.C(N(CC)CC)C.[C:22](Cl)(=[O:24])[CH3:23]. Product: [C:22]([NH:10][C:9]1[CH:11]=[CH:12][CH:13]=[CH:14][C:8]=1[O:1][C:2]1[CH:3]=[CH:4][CH:5]=[CH:6][CH:7]=1)(=[O:24])[CH3:23]. The catalyst class is: 2. (3) Reactant: [Br:1][C:2]1[CH:3]=[CH:4][C:5]([NH:8][NH2:9])=[N:6][CH:7]=1.[C:10](N1C=CN=C1)(N1C=CN=C1)=[O:11]. Product: [Br:1][C:2]1[CH:3]=[CH:4][C:5]2[N:6]([C:10](=[O:11])[NH:9][N:8]=2)[CH:7]=1. The catalyst class is: 10. (4) Reactant: COS([O:6][CH3:7])(=O)=O.[Br:8][C:9]1[CH:14]=[CH:13][C:12](O)=[C:11]([Cl:16])[CH:10]=1.C([O-])([O-])=O.[K+].[K+]. Product: [Br:8][C:9]1[CH:14]=[CH:13][C:12]([O:6][CH3:7])=[C:11]([Cl:16])[CH:10]=1. The catalyst class is: 21.